This data is from Peptide-MHC class II binding affinity with 134,281 pairs from IEDB. The task is: Regression. Given a peptide amino acid sequence and an MHC pseudo amino acid sequence, predict their binding affinity value. This is MHC class II binding data. (1) The peptide sequence is TEAVQKIATESIVIWGKTPKFRL. The MHC is HLA-DQA10104-DQB10503 with pseudo-sequence HLA-DQA10104-DQB10503. The binding affinity (normalized) is 0. (2) The binding affinity (normalized) is 0. The MHC is DRB3_0101 with pseudo-sequence DRB3_0101. The peptide sequence is NRRLRTAVLAPTRVVAA. (3) The peptide sequence is IGRIAETILGYNPSA. The MHC is DRB1_0802 with pseudo-sequence DRB1_0802. The binding affinity (normalized) is 0.947. (4) The peptide sequence is EFESLFKCLSHISLS. The MHC is DRB1_0401 with pseudo-sequence DRB1_0401. The binding affinity (normalized) is 0.370. (5) The peptide sequence is TLLRAVESYLLAHSD. The MHC is HLA-DQA10101-DQB10501 with pseudo-sequence HLA-DQA10101-DQB10501. The binding affinity (normalized) is 0.342. (6) The peptide sequence is KGKSAWYVDTEIINE. The MHC is DRB1_0405 with pseudo-sequence DRB1_0405. The binding affinity (normalized) is 0.569. (7) The peptide sequence is PDLPYDYGALEPAIS. The MHC is DRB3_0202 with pseudo-sequence DRB3_0202. The binding affinity (normalized) is 0.0428.